This data is from Full USPTO retrosynthesis dataset with 1.9M reactions from patents (1976-2016). The task is: Predict the reactants needed to synthesize the given product. (1) Given the product [F:33][C:34]([F:39])([F:38])[C:35]([OH:37])=[O:36].[NH:3]([C:7]1[CH:8]=[C:9]([CH:30]=[CH:31][CH:32]=1)[C:10]([NH:12][CH2:13][C:14]([NH:16][CH:17]([C:24]1[CH:25]=[CH:26][CH:27]=[CH:28][CH:29]=1)[CH2:18][C:19]([OH:21])=[O:20])=[O:15])=[O:11])[C:4]([NH2:6])=[NH:5], predict the reactants needed to synthesize it. The reactants are: [Li+].[OH-].[NH:3]([C:7]1[CH:8]=[C:9]([CH:30]=[CH:31][CH:32]=1)[C:10]([NH:12][CH2:13][C:14]([NH:16][CH:17]([C:24]1[CH:29]=[CH:28][CH:27]=[CH:26][CH:25]=1)[CH2:18][C:19]([O:21]CC)=[O:20])=[O:15])=[O:11])[C:4]([NH2:6])=[NH:5].[F:33][C:34]([F:39])([F:38])[C:35]([OH:37])=[O:36]. (2) Given the product [O:19]=[C:9]1[C:10]2[NH:11][C:12]3[C:4](=[CH:3][C:2]([C:20]#[N:21])=[CH:14][C:13]=3[C:15]([F:18])([F:17])[F:16])[C:5]=2[CH2:6][CH2:7][CH2:8]1, predict the reactants needed to synthesize it. The reactants are: Br[C:2]1[CH:3]=[C:4]2[C:12](=[C:13]([C:15]([F:18])([F:17])[F:16])[CH:14]=1)[NH:11][C:10]1[C:9](=[O:19])[CH2:8][CH2:7][CH2:6][C:5]2=1.[C:20]([Cu])#[N:21]. (3) Given the product [NH2:1][C:2]1[C:7]([C:8]#[N:9])=[C:6]([C:10]2[CH:11]=[CH:12][C:13]([O:16][CH2:17][CH2:18][O:19][CH3:20])=[CH:14][CH:15]=2)[C:5]([C:21]#[N:22])=[C:4]([S:23][CH2:30][C:31]2[N:32]=[C:33]([C:36]3[CH:37]=[CH:38][CH:39]=[CH:40][CH:41]=3)[S:34][CH:35]=2)[N:3]=1, predict the reactants needed to synthesize it. The reactants are: [NH2:1][C:2]1[C:7]([C:8]#[N:9])=[C:6]([C:10]2[CH:15]=[CH:14][C:13]([O:16][CH2:17][CH2:18][O:19][CH3:20])=[CH:12][CH:11]=2)[C:5]([C:21]#[N:22])=[C:4]([SH:23])[N:3]=1.C(=O)(O)[O-].[Na+].Cl[CH2:30][C:31]1[N:32]=[C:33]([C:36]2[CH:41]=[CH:40][CH:39]=[CH:38][CH:37]=2)[S:34][CH:35]=1.O. (4) Given the product [CH3:1][C:2]1[C:3]([CH2:22][NH2:23])=[C:4]([CH3:21])[CH:5]=[C:6]([CH3:20])[C:7]=1[CH2:8][NH2:9], predict the reactants needed to synthesize it. The reactants are: [CH3:1][C:2]1[C:7]([CH2:8][N:9]2C(=O)C3C(=CC=CC=3)C2=O)=[C:6]([CH3:20])[CH:5]=[C:4]([CH3:21])[C:3]=1[CH2:22][N:23]1C(=O)C2C(=CC=CC=2)C1=O.O.NN. (5) Given the product [C:36]([C:19]1[C:13]2[N:12]3[C:8]([C@@H:7]4[C@H:3]([CH2:1][CH3:2])[CH2:4][C@H:5]([NH:29][S:30]([CH:33]5[CH2:35][CH2:34]5)(=[O:32])=[O:31])[CH2:6]4)=[N:9][N:10]=[C:11]3[CH:16]=[N:15][C:14]=2[N:17]([CH2:21][O:22][CH2:23][CH2:24][Si:25]([CH3:27])([CH3:26])[CH3:28])[CH:18]=1)#[N:37], predict the reactants needed to synthesize it. The reactants are: [CH2:1]([C@H:3]1[C@@H:7]([C:8]2[N:12]3[C:13]4[C:19](I)=[CH:18][N:17]([CH2:21][O:22][CH2:23][CH2:24][Si:25]([CH3:28])([CH3:27])[CH3:26])[C:14]=4[N:15]=[CH:16][C:11]3=[N:10][N:9]=2)[CH2:6][C@@H:5]([NH:29][S:30]([CH:33]2[CH2:35][CH2:34]2)(=[O:32])=[O:31])[CH2:4]1)[CH3:2].[C-:36]#[N:37].[K+]. (6) Given the product [CH3:1][C@@H:2]([OH:20])[C@H:3]1[C:9](=[O:10])[N:8]2[C@@H:4]1[CH2:5][C:6]([S:14][CH2:15][CH2:16][N:17]=[CH:18][NH2:19])=[C:7]2[C:11]([OH:13])=[O:12].[OH2:10], predict the reactants needed to synthesize it. The reactants are: [CH3:1][C@@H:2]([OH:20])[C@H:3]1[C:9](=[O:10])[N:8]2[C@@H:4]1[CH2:5][C:6]([S:14][CH2:15][CH2:16][NH:17][CH:18]=[NH:19])=[C:7]2[C:11]([OH:13])=[O:12].Cl.